Dataset: Reaction yield outcomes from USPTO patents with 853,638 reactions. Task: Predict the reaction yield, written as a fraction of the theoretical maximum amount of product (1.0 means a 100% yield; for example, 0.34 means a 34% yield). (1) The reactants are C(OC([NH:8][CH2:9][CH:10]1[CH2:15][CH2:14][N:13]([C:16]2[N:20]([CH3:21])[N:19]=[CH:18][C:17]=2[NH:22][C:23]([C:25]2[N:26]=[C:27](Br)[S:28][C:29]=2[NH:30]C(=O)OC(C)(C)C)=[O:24])[CH2:12][CH2:11]1)=O)CCC.[C:39]1(B2OC(C)(C)C(C)(C)O2)[CH2:45][CH2:44][CH2:43][CH2:42][CH2:41][CH:40]=1. No catalyst specified. The product is [NH2:30][C:29]1[S:28][C:27]([CH:39]2[CH2:45][CH2:44][CH2:43][CH2:42][CH2:41][CH2:40]2)=[N:26][C:25]=1[C:23]([NH:22][C:17]1[CH:18]=[N:19][N:20]([CH3:21])[C:16]=1[N:13]1[CH2:12][CH2:11][CH:10]([CH2:9][NH2:8])[CH2:15][CH2:14]1)=[O:24]. The yield is 0.300. (2) The reactants are [CH3:1][N:2]([CH3:32])[C:3]([C:5]1[N:26]([CH:27]2[CH2:31][CH2:30][CH2:29][CH2:28]2)[C:8]2[N:9]=[C:10]([NH:13][C:14]3[CH:19]=[CH:18][C:17]([N:20]4[CH2:25][CH2:24][NH:23][CH2:22][CH2:21]4)=[CH:16][N:15]=3)[N:11]=[CH:12][C:7]=2[CH:6]=1)=[O:4].Br[CH2:34][CH2:35][CH2:36][CH:37]([CH3:39])[CH3:38]. No catalyst specified. The product is [CH3:1][N:2]([CH3:32])[C:3]([C:5]1[N:26]([CH:27]2[CH2:31][CH2:30][CH2:29][CH2:28]2)[C:8]2[N:9]=[C:10]([NH:13][C:14]3[CH:19]=[CH:18][C:17]([N:20]4[CH2:21][CH2:22][N:23]([CH2:34][CH2:35][CH2:36][CH:37]([CH3:39])[CH3:38])[CH2:24][CH2:25]4)=[CH:16][N:15]=3)[N:11]=[CH:12][C:7]=2[CH:6]=1)=[O:4]. The yield is 0.420. (3) The reactants are [NH2:1][CH2:2][C:3]1[N:7]=[C:6]([C@H:8]([CH2:17][CH2:18][CH2:19][CH:20]2[CH2:25][CH2:24][CH2:23][CH2:22][CH2:21]2)[CH2:9][C:10]([O:12][C:13]([CH3:16])([CH3:15])[CH3:14])=[O:11])[O:5][N:4]=1.[C:26](Cl)([CH3:28])=[O:27].C([O-])(O)=O.[Na+]. The catalyst is C1COCC1. The product is [C:26]([NH:1][CH2:2][C:3]1[N:7]=[C:6]([C@H:8]([CH2:17][CH2:18][CH2:19][CH:20]2[CH2:21][CH2:22][CH2:23][CH2:24][CH2:25]2)[CH2:9][C:10]([O:12][C:13]([CH3:15])([CH3:16])[CH3:14])=[O:11])[O:5][N:4]=1)(=[O:27])[CH3:28]. The yield is 1.00. (4) The reactants are [CH2:1]([N:3]1[C:12]2[C:7](=[CH:8][C:9]([F:33])=[C:10]([O:23][CH2:24][C:25]3[CH:30]=[CH:29][C:28]([O:31][CH3:32])=[CH:27][CH:26]=3)[C:11]=2[O:13][CH2:14][C:15]2[CH:20]=[CH:19][C:18]([O:21][CH3:22])=[CH:17][CH:16]=2)[C:6](=[O:34])[C:5]([CH2:35][OH:36])=[CH:4]1)[CH3:2]. The catalyst is ClCCl.[O-2].[O-2].[Mn+4]. The product is [CH2:1]([N:3]1[C:12]2[C:7](=[CH:8][C:9]([F:33])=[C:10]([O:23][CH2:24][C:25]3[CH:26]=[CH:27][C:28]([O:31][CH3:32])=[CH:29][CH:30]=3)[C:11]=2[O:13][CH2:14][C:15]2[CH:16]=[CH:17][C:18]([O:21][CH3:22])=[CH:19][CH:20]=2)[C:6](=[O:34])[C:5]([CH:35]=[O:36])=[CH:4]1)[CH3:2]. The yield is 0.760.